This data is from Reaction yield outcomes from USPTO patents with 853,638 reactions. The task is: Predict the reaction yield, written as a fraction of the theoretical maximum amount of product (1.0 means a 100% yield; for example, 0.34 means a 34% yield). (1) The reactants are [CH:1]([O:4][C:5]1[CH:6]=[C:7]([CH2:11][NH2:12])[CH:8]=[CH:9][CH:10]=1)([CH3:3])[CH3:2].[CH:13](=O)[CH2:14][CH2:15][CH3:16]. No catalyst specified. The product is [CH:1]([O:4][C:5]1[CH:6]=[C:7]([CH:8]=[CH:9][CH:10]=1)[CH2:11][NH:12][CH2:13][CH2:14][CH2:15][CH3:16])([CH3:3])[CH3:2]. The yield is 0.160. (2) The product is [NH2:8][C:9]1[CH:10]=[CH:11][C:12]([C:15]2([OH:19])[CH2:16][O:17][CH2:18]2)=[CH:13][CH:14]=1. The catalyst is C1COCC1.CCO.[H][H].[Pd]. The yield is 0.770. The reactants are C([N:8](CC1C=CC=CC=1)[C:9]1[CH:14]=[CH:13][C:12]([C:15]2([OH:19])[CH2:18][O:17][CH2:16]2)=[CH:11][CH:10]=1)C1C=CC=CC=1.